This data is from Full USPTO retrosynthesis dataset with 1.9M reactions from patents (1976-2016). The task is: Predict the reactants needed to synthesize the given product. (1) Given the product [C:1]([C:3]1[C:8]([C:9]2[CH:14]=[CH:13][CH:12]=[C:11]([CH2:15][N:52]3[CH2:53][C@@H:54]4[CH2:57][C@H:51]3[CH2:56][NH:55]4)[CH:10]=2)=[CH:7][C:6]([CH2:17][NH:18][C:19]([C:21]2[CH:26]=[CH:25][CH:24]=[C:23]([C:27]([NH:29][CH2:30][C:31]3[C:32]([NH:44][CH:45]4[CH2:50][CH2:49][O:48][CH2:47][CH2:46]4)=[C:33]4[CH:41]=[N:40][N:39]([CH2:42][CH3:43])[C:34]4=[N:35][C:36]=3[CH2:37][CH3:38])=[O:28])[CH:22]=2)=[O:20])=[CH:5][CH:4]=1)#[N:2], predict the reactants needed to synthesize it. The reactants are: [C:1]([C:3]1[C:8]([C:9]2[CH:14]=[CH:13][CH:12]=[C:11]([CH:15]=O)[CH:10]=2)=[CH:7][C:6]([CH2:17][NH:18][C:19]([C:21]2[CH:26]=[CH:25][CH:24]=[C:23]([C:27]([NH:29][CH2:30][C:31]3[C:32]([NH:44][CH:45]4[CH2:50][CH2:49][O:48][CH2:47][CH2:46]4)=[C:33]4[CH:41]=[N:40][N:39]([CH2:42][CH3:43])[C:34]4=[N:35][C:36]=3[CH2:37][CH3:38])=[O:28])[CH:22]=2)=[O:20])=[CH:5][CH:4]=1)#[N:2].[C@H:51]12[CH2:57][C@H:54]([NH:55][CH2:56]1)[CH2:53][N:52]2C(OC(C)(C)C)=O.C(O[BH-](OC(=O)C)OC(=O)C)(=O)C.[Na+].CC(O)=O. (2) The reactants are: [CH2:1]([O:8][NH:9][C:10]([C:12]1[C:13](Cl)=[N:14][C:15]([Cl:19])=[C:16]([F:18])[CH:17]=1)=[O:11])[C:2]1[CH:7]=[CH:6][CH:5]=[CH:4][CH:3]=1.[H-].[Na+].[CH3:23][C:24]1[CH:29]=[CH:28][C:27]([N:30]=[C:31]=[O:32])=[CH:26][CH:25]=1. Given the product [CH2:1]([O:8][N:9]1[C:10](=[O:11])[C:12]2[CH:17]=[C:16]([F:18])[C:15]([Cl:19])=[N:14][C:13]=2[N:30]([C:27]2[CH:28]=[CH:29][C:24]([CH3:23])=[CH:25][CH:26]=2)[C:31]1=[O:32])[C:2]1[CH:7]=[CH:6][CH:5]=[CH:4][CH:3]=1, predict the reactants needed to synthesize it. (3) The reactants are: [Br:1][C:2]1[CH:3]=[C:4]([C:9]([O:11][CH3:12])=[O:10])[CH:5]=[N:6][C:7]=1[CH3:8].C1C(=O)N([Br:20])C(=O)C1. Given the product [Br:1][C:2]1[CH:3]=[C:4]([C:9]([O:11][CH3:12])=[O:10])[CH:5]=[N:6][C:7]=1[CH2:8][Br:20], predict the reactants needed to synthesize it. (4) Given the product [C:1]([C:3]1[CH:11]=[CH:10][C:6]([C:7]([O:9][CH3:13])=[O:8])=[C:5]([F:12])[CH:4]=1)#[N:2], predict the reactants needed to synthesize it. The reactants are: [C:1]([C:3]1[CH:11]=[CH:10][C:6]([C:7]([OH:9])=[O:8])=[C:5]([F:12])[CH:4]=1)#[N:2].[C:13](=O)([O-])[O-].[K+].[K+].S(OC)(OC)(=O)=O.O. (5) Given the product [C:21]([NH:20][CH2:19][CH2:18][CH2:17][C:16]([C@@H:24]1[CH2:29][CH2:28][CH2:27][N:26]([C:45]([C:44]2[CH:43]=[CH:42][C:41]([CH2:40][N:38]([CH3:39])[C:36](=[O:37])[O:35][C:31]([CH3:32])([CH3:33])[CH3:34])=[CH:49][CH:48]=2)=[O:46])[CH2:25]1)([C:6]1[CH:5]=[CH:4][CH:3]=[C:2]([Cl:1])[C:7]=1[C:8]1[CH:13]=[CH:12][CH:11]=[C:10]([CH2:14][CH3:15])[CH:9]=1)[OH:30])(=[O:23])[CH3:22], predict the reactants needed to synthesize it. The reactants are: [Cl:1][C:2]1[C:7]([C:8]2[CH:13]=[CH:12][CH:11]=[C:10]([CH2:14][CH3:15])[CH:9]=2)=[C:6]([C:16]([OH:30])([C@@H:24]2[CH2:29][CH2:28][CH2:27][NH:26][CH2:25]2)[CH2:17][CH2:18][CH2:19][NH:20][C:21](=[O:23])[CH3:22])[CH:5]=[CH:4][CH:3]=1.[C:31]([O:35][C:36]([N:38]([CH2:40][C:41]1[CH:49]=[CH:48][C:44]([C:45](O)=[O:46])=[CH:43][CH:42]=1)[CH3:39])=[O:37])([CH3:34])([CH3:33])[CH3:32].CCN(C(C)C)C(C)C.CN(C(ON1N=NC2C=CC=CC1=2)=[N+](C)C)C.F[P-](F)(F)(F)(F)F. (6) Given the product [CH2:1]([N:8]([CH2:15][C:16]1[CH:21]=[CH:20][CH:19]=[CH:18][CH:17]=1)[CH2:9][CH2:10][C:11]([F:28])([CH3:14])[CH3:12])[C:2]1[CH:7]=[CH:6][CH:5]=[CH:4][CH:3]=1, predict the reactants needed to synthesize it. The reactants are: [CH2:1]([N:8]([CH2:15][C:16]1[CH:21]=[CH:20][CH:19]=[CH:18][CH:17]=1)[CH2:9][CH2:10][C:11]([CH3:14])(O)[CH3:12])[C:2]1[CH:7]=[CH:6][CH:5]=[CH:4][CH:3]=1.C(N(S(F)(F)[F:28])CC)C.C([O-])(O)=O.[Na+]. (7) Given the product [CH3:25][C:22]([O:21][C:20](=[O:26])[NH:19][CH2:18][CH2:17][C:16]([C:2]1[CH:6]=[CH:5][O:4][CH:3]=1)=[O:27])([CH3:23])[CH3:24], predict the reactants needed to synthesize it. The reactants are: Br[C:2]1[CH:6]=[CH:5][O:4][CH:3]=1.C([Li])CCC.COCN[C:16](=[O:27])[CH2:17][CH2:18][NH:19][C:20](=[O:26])[O:21][C:22]([CH3:25])([CH3:24])[CH3:23].[Cl-].[NH4+]. (8) Given the product [C:31]([O:35][NH:36][C:20]([C:16]1[CH:15]=[C:14]([N:8]2[CH2:9][CH2:10][O:11][CH2:12][CH2:13]2)[CH:19]=[CH:18][N:17]=1)=[O:22])([CH3:34])([CH3:33])[CH3:32], predict the reactants needed to synthesize it. The reactants are: C(Cl)(=O)C(Cl)=O.Cl.[N:8]1([C:14]2[CH:19]=[CH:18][N:17]=[C:16]([C:20]([OH:22])=O)[CH:15]=2)[CH2:13][CH2:12][O:11][CH2:10][CH2:9]1.C(N(CC)CC)C.Cl.[C:31]([O:35][NH2:36])([CH3:34])([CH3:33])[CH3:32]. (9) Given the product [CH2:63]([O:64][CH:57]([O:38][NH:37][C:26]([C:21]1[CH:22]=[CH:23][CH:24]=[N:25][C:20]=1[N:18]1[CH2:17][CH:15]2[CH:14]([CH2:13][N:12]([CH2:11][C:2]3[CH:3]=[CH:4][C:5]4[C:10](=[CH:9][CH:8]=[CH:7][CH:6]=4)[CH:1]=3)[CH2:16]2)[CH2:19]1)=[O:27])[CH3:59])[CH:45]([CH3:44])[CH3:46], predict the reactants needed to synthesize it. The reactants are: [CH:1]1[C:10]2[C:5](=[CH:6][CH:7]=[CH:8][CH:9]=2)[CH:4]=[CH:3][C:2]=1[CH2:11][N:12]1[CH2:16][CH:15]2[CH2:17][N:18]([C:20]3[N:25]=[CH:24][CH:23]=[CH:22][C:21]=3[C:26](O)=[O:27])[CH2:19][CH:14]2[CH2:13]1.C1C=CC2[N:37]([OH:38])N=NC=2C=1.CCN=C=N[CH2:44][CH2:45][CH2:46]N(C)C.Cl.CCN([CH:57]([CH3:59])C)C(C)C.CN([CH:63]=[O:64])C. (10) Given the product [I:20][C:17]1[CH:18]=[CH:19][C:14]([O:13][C:12]2[CH:11]=[N:10][CH:9]=[C:8]3[S:21][C:5]([C:3]4[NH:2][S:23][C:22](=[O:37])[N:4]=4)=[CH:6][C:7]=23)=[CH:15][CH:16]=1, predict the reactants needed to synthesize it. The reactants are: O[NH:2][C:3]([C:5]1[S:21][C:8]2=[CH:9][N:10]=[CH:11][C:12]([O:13][C:14]3[CH:19]=[CH:18][C:17]([I:20])=[CH:16][CH:15]=3)=[C:7]2[CH:6]=1)=[NH:4].[C:22](N1C=CN=C1)(N1C=CN=C1)=[S:23].C1C[O:37]CC1.